From a dataset of Experimentally validated miRNA-target interactions with 360,000+ pairs, plus equal number of negative samples. Binary Classification. Given a miRNA mature sequence and a target amino acid sequence, predict their likelihood of interaction. (1) The miRNA is hsa-miR-4486 with sequence GCUGGGCGAGGCUGGCA. Result: 0 (no interaction). The protein sequence of the target gene is MADPAECSIKVMCRFRPLNEAEILRGDKFIPKFKGDETVVIGQGKPYVFDRVLPPNTTQEQVYNACAKQIVKDVLEGYNGTIFAYGQTSSGKTHTMEGKLHDPQLMGIIPRIAHDIFDHIYSMDENLEFHIKVSYFEIYLDKIRDLLDVSKTNLAVHEDKNRVPYVKGCTERFVSSPEEVMDVIDEGKANRHVAVTNMNEHSSRSHSIFLINIKQENVETEKKLSGKLYLVDLAGSEKVSKTGAEGAVLDEAKNINKSLSALGNVISALAEGTKTHVPYRDSKMTRILQDSLGGNCRTTI.... (2) The miRNA is hsa-miR-374b-3p with sequence CUUAGCAGGUUGUAUUAUCAUU. The protein sequence of the target gene is MDPSADTWDLFSPLISLWINRFYIYLGFAVSISLWICVQIVIKTQGKNLQEKSVPKAAQDLMTNGYVSLQEKDIFVSGVKIFYGSQTGTAKGFATVLAEAVTSLDLPVAIINLKEYDPDDHLIEEVTSKNVCVFLVATYTDGLPTESAEWFCKWLEEASIDFRFGKTYLKGMRYAVFGLGNSAYASHFNKVGKNVDKWLWMLGAHRVMSRGEGDCDVVKSKHGSIEADFRAWKTKFISQLQALQKGERKKSCGGHCKKGKCESHQHGSEEREEGSHEQDELHHRDTEEEEPFESSSEEEF.... Result: 0 (no interaction). (3) The miRNA is mmu-miR-1843a-5p with sequence UAUGGAGGUCUCUGUCUGACU. The protein sequence of the target gene is MAEQLALVIGGTIGGLLLLLLIGASCCLWRRFCATLTYEELPGTPAMATTAASSGQRDRPCQPHARTQLSRPPAVPFVVPPTLQGRDWVPLHSGEWADAPWDPCPASELLPHTSSGGLGDACMVGAINPELYKFPEDKSETDFPDGCLGRLWFSVEYEQEAERLLVGLIKAQHLQAPSETCSPLVKLYLLPDERRFLQSKTKRKTSNPQFDEHFIFQVSSKTITQRVLKFSVYHVDRQRKHQLLGQVLFPLKNETLVGDCRRVIWRDLEAESLEPPSEFGDLQFCLSYNDYLSRLTVVVL.... Result: 0 (no interaction). (4) The miRNA is rno-miR-21-3p with sequence CAACAGCAGUCGAUGGGCUGUC. The protein sequence of the target gene is MMKSIQLCILLWCLRAVCCHSCELTNITISVEKEECRFCISINTTWCEGYCYTRDLVYKDPARPNTQKVCTFKELVYETIRLPGCARHSDSLYTYPVATECHCGKCDSDSTDCTVRGLGPSYCSFGEMKE. Result: 1 (interaction). (5) The miRNA is mmu-miR-3102-5p with sequence GUGAGUGGCCAGGGUGGGGCUG. The protein sequence of the target gene is MEETEKKVATQEGRFFSKMKVFLMSLTCAYLAKSLSGVYMNSMLTQIERQFGIPTSVVGFITGSFEIGNLLLIVFVSYFGRKLHRPIIIGVGCVVMGLGCFLMASPHFLMGRYKYETTISPTSNLSSNSFLCIENRTQTLKPTQDPTECVKEIKSLMWIYVLIGNTMRGIGETPIMPLGISYIEDFAKSENSPLYIGILEMGKIVGPIIGLLLGSFFARVYVDIGSVNTDDLTITPTDTRWVGAWWIGFLVCAGVNILTSIPFFFFPKTLPKKELQDNVDVTKYEKVEKHRERAKKENLG.... Result: 0 (no interaction). (6) The miRNA is hsa-miR-1269a with sequence CUGGACUGAGCCGUGCUACUGG. The protein sequence of the target gene is MPGARDALCHQALQLLAELCARGALEHDSCQDFIYHLRDRARPRLRDPDISVSLLTLVVTACGLALFGVSLFVSWKLCWVPWRERGLFSGSKDNNQEPLNYTDTETNEQENSEDFLDPPTPCPDSSMKISHTSPDIPLSTQPGGQENCAHAVRVQRQVTEPTPSARHNSIRRQLNLSNPDFNIQQLQRQEQLTGIGRIKPELYKQRSLDNDDGRRSNSKACGKLNFILKYDCDLEQLIVKIHKAVNLPAKDFSGTSDPYVKIYLLPDRKTKHQTKVHRKTLNPVFDEVFLFPVHYNDLEA.... Result: 0 (no interaction).